Dataset: Peptide-MHC class II binding affinity with 134,281 pairs from IEDB. Task: Regression. Given a peptide amino acid sequence and an MHC pseudo amino acid sequence, predict their binding affinity value. This is MHC class II binding data. The peptide sequence is EKKYFASTQFEPLAA. The MHC is HLA-DPA10201-DPB10501 with pseudo-sequence HLA-DPA10201-DPB10501. The binding affinity (normalized) is 0.845.